This data is from Reaction yield outcomes from USPTO patents with 853,638 reactions. The task is: Predict the reaction yield, written as a fraction of the theoretical maximum amount of product (1.0 means a 100% yield; for example, 0.34 means a 34% yield). (1) The reactants are [NH2:1][C:2]([N:4]([CH2:17][C:18]([O:20]CC)=O)[C@@H:5]([C@@H:13]([CH3:16])[CH2:14][CH3:15])[C:6]([O:8][C:9]([CH3:12])([CH3:11])[CH3:10])=[O:7])=[O:3].C(N(CC)CC)C. The catalyst is CO. The product is [O:3]=[C:2]1[NH:1][C:18](=[O:20])[CH2:17][N:4]1[C@@H:5]([C@@H:13]([CH3:16])[CH2:14][CH3:15])[C:6]([O:8][C:9]([CH3:12])([CH3:11])[CH3:10])=[O:7]. The yield is 0.470. (2) The reactants are [CH2:1]([C:5]1([CH2:28][CH2:29][CH2:30][CH3:31])[NH:11][CH:10]([C:12]2[CH:17]=[CH:16][C:15]([OH:18])=[CH:14][CH:13]=2)[C:9]2[CH:19]=[C:20]([N:23]([CH3:25])[CH3:24])[CH:21]=[CH:22][C:8]=2[S:7](=[O:27])(=[O:26])[CH2:6]1)[CH2:2][CH2:3][CH3:4].C([O-])([O-])=O.[K+].[K+].[Cl:38][CH2:39][C:40]1[CH:45]=[CH:44][C:43]([CH2:46]Cl)=[CH:42][CH:41]=1. The catalyst is CC(C)=O. The product is [CH2:1]([C:5]1([CH2:28][CH2:29][CH2:30][CH3:31])[NH:11][CH:10]([C:12]2[CH:13]=[CH:14][C:15]([O:18][CH2:46][C:43]3[CH:44]=[CH:45][C:40]([CH2:39][Cl:38])=[CH:41][CH:42]=3)=[CH:16][CH:17]=2)[C:9]2[CH:19]=[C:20]([N:23]([CH3:25])[CH3:24])[CH:21]=[CH:22][C:8]=2[S:7](=[O:26])(=[O:27])[CH2:6]1)[CH2:2][CH2:3][CH3:4]. The yield is 0.730. (3) The reactants are [F:1][B-:2]([F:5])([F:4])[F:3].[H+].O=C(C1C=CC=CC=1C)[CH:9]([N:17]([C:20]1[CH:25]=[CH:24][CH:23]=[CH:22][CH:21]=1)C=O)[C:10]1[CH:15]=[CH:14][CH:13]=[CH:12][C:11]=1[CH3:16].[CH2:33]([O:35][CH2:36][CH3:37])C. The catalyst is FC(F)(F)C(OC(=O)C(F)(F)F)=O. The product is [C:20]1([N+:17]2[C:9]([C:10]3[CH:15]=[CH:14][CH:13]=[CH:12][C:11]=3[CH3:16])=[C:36]([C:37]3[CH:14]=[CH:15][CH:10]=[CH:11][C:12]=3[CH3:13])[O:35][CH:33]=2)[CH:21]=[CH:22][CH:23]=[CH:24][CH:25]=1.[F:1][B-:2]([F:5])([F:4])[F:3]. The yield is 0.990. (4) The catalyst is C(Cl)Cl.O. The product is [C:11]1([CH2:17][CH2:18][CH:19]=[O:20])[CH:16]=[CH:15][CH:14]=[CH:13][CH:12]=1. The reactants are C(Cl)(=O)C(Cl)=O.CS(C)=O.[C:11]1([CH2:17][CH2:18][CH2:19][OH:20])[CH:16]=[CH:15][CH:14]=[CH:13][CH:12]=1.C(N(CC)CC)C. The yield is 0.470.